From a dataset of Forward reaction prediction with 1.9M reactions from USPTO patents (1976-2016). Predict the product of the given reaction. (1) Given the reactants [Cl:1][C:2]1[CH:7]=[C:6]([C:8]2[NH:16][C:15]3[CH2:14][CH2:13][NH:12][C:11](=[O:17])[C:10]=3[CH:9]=2)[CH:5]=[C:4](Cl)[N:3]=1.[F-:19].[K+], predict the reaction product. The product is: [Cl:1][C:2]1[C:7]([F:19])=[C:6]([C:8]2[NH:16][C:15]3[CH2:14][CH2:13][NH:12][C:11](=[O:17])[C:10]=3[CH:9]=2)[CH:5]=[CH:4][N:3]=1. (2) Given the reactants [N:1]1[C:5]2[CH:6]=[CH:7][CH:8]=[CH:9][C:4]=2[NH:3][CH:2]=1.C[Si]([N-][Si](C)(C)C)(C)C.[Na+].CS(O[CH2:25][CH:26]1[C:32](=[O:33])[N:31]([CH2:34][C:35]([N:37]([CH:46]([CH3:48])[CH3:47])[C:38]2[CH:43]=[CH:42][C:41]([O:44][CH3:45])=[CH:40][CH:39]=2)=[O:36])[CH:30]=[CH:29][N:28]([C:49]2[CH:54]=[CH:53][CH:52]=[CH:51][CH:50]=2)[C:27]1=[O:55])(=O)=O, predict the reaction product. The product is: [N:1]1([CH2:25][CH:26]2[C:32](=[O:33])[N:31]([CH2:34][C:35]([N:37]([CH:46]([CH3:47])[CH3:48])[C:38]3[CH:43]=[CH:42][C:41]([O:44][CH3:45])=[CH:40][CH:39]=3)=[O:36])[CH:30]=[CH:29][N:28]([C:49]3[CH:54]=[CH:53][CH:52]=[CH:51][CH:50]=3)[C:27]2=[O:55])[C:5]2[CH:6]=[CH:7][CH:8]=[CH:9][C:4]=2[N:3]=[CH:2]1.